From a dataset of Forward reaction prediction with 1.9M reactions from USPTO patents (1976-2016). Predict the product of the given reaction. (1) Given the reactants [C:1]([O:5][C:6]([NH:8][C:9]1([C:12]([OH:14])=O)[CH2:11][CH2:10]1)=[O:7])([CH3:4])([CH3:3])[CH3:2].[C:15]([NH:19][S:20]([C:23]1[C:24]([C:29]2[CH:34]=[CH:33][C:32]([NH2:35])=[C:31]([F:36])[CH:30]=2)=[CH:25][CH:26]=[CH:27][CH:28]=1)(=[O:22])=[O:21])([CH3:18])([CH3:17])[CH3:16].CCOC1N(C(OCC)=O)C2C(=CC=CC=2)C=C1.C(N(CC)CC)C, predict the reaction product. The product is: [C:1]([O:5][C:6](=[O:7])[NH:8][C:9]1([C:12](=[O:14])[NH:35][C:32]2[CH:33]=[CH:34][C:29]([C:24]3[CH:25]=[CH:26][CH:27]=[CH:28][C:23]=3[S:20](=[O:22])(=[O:21])[NH:19][C:15]([CH3:16])([CH3:17])[CH3:18])=[CH:30][C:31]=2[F:36])[CH2:10][CH2:11]1)([CH3:2])([CH3:3])[CH3:4]. (2) Given the reactants [C@H:1]12[CH2:7][C@H:4]([NH:5][CH2:6]1)[CH2:3][N:2]2[C:8]([O:10][C:11]([CH3:14])([CH3:13])[CH3:12])=[O:9].C=O.[C:17](O)(=O)C.C(O[BH-](OC(=O)C)OC(=O)C)(=O)C.[Na+], predict the reaction product. The product is: [CH3:17][N:5]1[CH2:6][C@@H:1]2[CH2:7][C@H:4]1[CH2:3][N:2]2[C:8]([O:10][C:11]([CH3:14])([CH3:13])[CH3:12])=[O:9]. (3) Given the reactants [Cl:1][S:2]([OH:5])(=O)=[O:3].[CH2:6]([O:8][C:9]1[CH:14]=[CH:13][CH:12]=[CH:11][C:10]=1[C:15]1[NH:16][C:17](=[S:29])[C:18]2[N:23]([CH2:24][CH3:25])[N:22]=[C:21]([CH2:26][CH2:27][CH3:28])[C:19]=2[N:20]=1)[CH3:7].S(Cl)(Cl)=O, predict the reaction product. The product is: [Cl:1][S:2]([C:12]1[CH:13]=[CH:14][C:9]([O:8][CH2:6][CH3:7])=[C:10]([C:15]2[NH:16][C:17](=[S:29])[C:18]3[N:23]([CH2:24][CH3:25])[N:22]=[C:21]([CH2:26][CH2:27][CH3:28])[C:19]=3[N:20]=2)[CH:11]=1)(=[O:5])=[O:3]. (4) The product is: [Br:13][CH:5]([CH2:4][CH2:3][CH2:2][Cl:1])[C:6](=[O:12])[C:7]([O:9][CH2:10][CH3:11])=[O:8]. Given the reactants [Cl:1][CH2:2][CH2:3][CH2:4][CH2:5][C:6](=[O:12])[C:7]([O:9][CH2:10][CH3:11])=[O:8].[Br:13]Br, predict the reaction product. (5) Given the reactants [NH:1]1[CH:6]=[CH:5][CH:4]=[CH:3][C:2]1=[O:7].Br[C:9]1[CH:14]=[CH:13][C:12]([N+:15]([O-:17])=[O:16])=[CH:11][CH:10]=1.CNCCNC.[O-]P([O-])([O-])=O.[K+].[K+].[K+], predict the reaction product. The product is: [N+:15]([C:12]1[CH:13]=[CH:14][C:9]([N:1]2[CH:6]=[CH:5][CH:4]=[CH:3][C:2]2=[O:7])=[CH:10][CH:11]=1)([O-:17])=[O:16]. (6) Given the reactants [CH3:1][N:2]([CH3:7])[S:3](Cl)(=[O:5])=[O:4].[CH3:8][O:9][C:10]1[CH:11]=[C:12]([CH3:31])[CH:13]=[C:14]2[C:18]=1[CH:17]([NH:19][C:20]1[CH:29]=[CH:28][C:27]3[C:22](=[CH:23][CH:24]=[C:25]([NH2:30])[CH:26]=3)[N:21]=1)[CH2:16][CH2:15]2, predict the reaction product. The product is: [CH3:8][O:9][C:10]1[CH:11]=[C:12]([CH3:31])[CH:13]=[C:14]2[C:18]=1[CH:17]([NH:19][C:20]1[CH:29]=[CH:28][C:27]3[C:22](=[CH:23][CH:24]=[C:25]([NH:30][S:3]([N:2]([CH3:7])[CH3:1])(=[O:5])=[O:4])[CH:26]=3)[N:21]=1)[CH2:16][CH2:15]2. (7) Given the reactants [F:1][C:2]1[CH:7]=[CH:6][CH:5]=[CH:4][C:3]=1[O:8][CH3:9].C(Cl)Cl.C[CH2:14][O:15]CC, predict the reaction product. The product is: [F:1][C:2]1[CH:7]=[C:6]([CH:5]=[CH:4][C:3]=1[O:8][CH3:9])[CH:14]=[O:15]. (8) Given the reactants [CH2:1]([C:3]1[N:8]([CH2:9][C:10](=[O:17])[C:11]2[CH:16]=[CH:15][CH:14]=[CH:13][CH:12]=2)[C:7](=[O:18])[C:6]2[C:19]([N:36](CC)[C:37](=O)[C:38](F)(F)F)=[C:20]([C:23]([NH:25][CH:26]3[CH2:31][CH2:30][N:29]([C:32](=[O:35])[CH2:33][OH:34])[CH2:28][CH2:27]3)=[O:24])[N:21]([CH3:22])[C:5]=2[CH:4]=1)[CH3:2].C(=O)([O-])[O-].[K+].[K+].O, predict the reaction product. The product is: [CH2:1]([C:3]1[N:8]([CH2:9][C:10](=[O:17])[C:11]2[CH:16]=[CH:15][CH:14]=[CH:13][CH:12]=2)[C:7](=[O:18])[C:6]2[C:19]([NH:36][CH2:37][CH3:38])=[C:20]([C:23]([NH:25][CH:26]3[CH2:31][CH2:30][N:29]([C:32](=[O:35])[CH2:33][OH:34])[CH2:28][CH2:27]3)=[O:24])[N:21]([CH3:22])[C:5]=2[CH:4]=1)[CH3:2]. (9) Given the reactants [C:1]([C@H:5]1[CH2:10][CH2:9][C@H:8]([C:11]([OH:13])=O)[CH2:7][CH2:6]1)([CH3:4])([CH3:3])[CH3:2].[CH3:14][Li], predict the reaction product. The product is: [C:1]([C@H:5]1[CH2:6][CH2:7][C@H:8]([C:11](=[O:13])[CH3:14])[CH2:9][CH2:10]1)([CH3:2])([CH3:3])[CH3:4]. (10) Given the reactants [Cl:1][C:2]1[N:7]=[CH:6][C:5]([CH:8]([OH:21])[CH2:9][N:10]([CH2:18][CH2:19]O)[C:11](=[O:17])[O:12][C:13]([CH3:16])([CH3:15])[CH3:14])=[CH:4][CH:3]=1.C(N(CC)CC)C.CS(Cl)(=O)=O, predict the reaction product. The product is: [Cl:1][C:2]1[N:7]=[CH:6][C:5]([CH:8]2[O:21][CH2:19][CH2:18][N:10]([C:11]([O:12][C:13]([CH3:14])([CH3:15])[CH3:16])=[O:17])[CH2:9]2)=[CH:4][CH:3]=1.